From a dataset of Peptide-MHC class II binding affinity with 134,281 pairs from IEDB. Regression. Given a peptide amino acid sequence and an MHC pseudo amino acid sequence, predict their binding affinity value. This is MHC class II binding data. The peptide sequence is QMKDCTERQANFLGKIW. The MHC is HLA-DQA10301-DQB10302 with pseudo-sequence HLA-DQA10301-DQB10302. The binding affinity (normalized) is 0.162.